Dataset: Forward reaction prediction with 1.9M reactions from USPTO patents (1976-2016). Task: Predict the product of the given reaction. (1) Given the reactants [NH2:1][C:2]1[CH:7]=[CH:6][C:5]([Cl:8])=[CH:4][C:3]=1[OH:9].Cl[CH2:11][C:12](Cl)=[O:13].C([O-])(O)=O.[Na+], predict the reaction product. The product is: [Cl:8][C:5]1[CH:6]=[CH:7][C:2]2[NH:1][C:12](=[O:13])[CH2:11][O:9][C:3]=2[CH:4]=1. (2) Given the reactants FC(F)(F)C(O)=O.[NH2:8][C:9]([CH3:19])([CH3:18])[CH2:10][C:11]([N:13]1[CH2:17][CH2:16][CH2:15][CH2:14]1)=[O:12].C(=O)([O-])[O-].[K+].[K+].Br[CH2:27][C:28]([N:30]1[CH2:34][C@@H:33]([F:35])[CH2:32][C@H:31]1[C:36]#[N:37])=[O:29], predict the reaction product. The product is: [CH3:18][C:9]([NH:8][CH2:27][C:28]([N:30]1[CH2:34][C@@H:33]([F:35])[CH2:32][C@H:31]1[C:36]#[N:37])=[O:29])([CH3:19])[CH2:10][C:11](=[O:12])[N:13]1[CH2:17][CH2:16][CH2:15][CH2:14]1. (3) Given the reactants C([O-])=O.[NH4+].[F:5][C:6]1[CH:7]=[CH:8][C:9]([N+:26]([O-])=O)=[C:10]([CH:25]=1)[O:11][C@@H:12]1[CH2:17][CH2:16][CH2:15][N:14]([C:18]([O:20][C:21]([CH3:24])([CH3:23])[CH3:22])=[O:19])[CH2:13]1, predict the reaction product. The product is: [NH2:26][C:9]1[CH:8]=[CH:7][C:6]([F:5])=[CH:25][C:10]=1[O:11][C@@H:12]1[CH2:17][CH2:16][CH2:15][N:14]([C:18]([O:20][C:21]([CH3:23])([CH3:24])[CH3:22])=[O:19])[CH2:13]1. (4) Given the reactants CN(C(O[N:9]1N=N[C:11]2[CH:12]=[CH:13][CH:14]=[N:15][C:10]1=2)=[N+](C)C)C.F[P-](F)(F)(F)(F)F.[CH3:25][O:26][C:27]1[C:32]2[N:33]=[C:34]([NH2:36])[O:35][C:31]=2[C:30]([N:37]2[CH2:42][CH2:41][O:40][CH2:39][CH2:38]2)=[CH:29][CH:28]=1.[C:43](=[O:46])([O-])[O-].[Cs+].[Cs+].N1[CH2:54][CH2:53][O:52][CH2:51][CH2:50]1, predict the reaction product. The product is: [CH3:25][O:26][C:27]1[C:32]2[N:33]=[C:34]([NH:36][C:43](=[O:46])[C:12]3[CH:13]=[CH:14][N:15]=[C:10]([N:9]4[CH2:54][CH2:53][O:52][CH2:51][CH2:50]4)[CH:11]=3)[O:35][C:31]=2[C:30]([N:37]2[CH2:42][CH2:41][O:40][CH2:39][CH2:38]2)=[CH:29][CH:28]=1. (5) Given the reactants [NH2:1][CH2:2][C:3]1[CH:8]=[CH:7][C:6]([C:9]2[S:13][CH:12]=[N:11][C:10]=2[CH3:14])=[CH:5][C:4]=1[OH:15].[C:16]([O:20][C:21]([N:23]1[CH2:27][C@H:26]([OH:28])[CH2:25][C@H:24]1[C:29](O)=[O:30])=[O:22])([CH3:19])([CH3:18])[CH3:17].CCN(C(C)C)C(C)C.CN(C(ON1N=NC2C=CC=NC1=2)=[N+](C)C)C.F[P-](F)(F)(F)(F)F.C(=O)(O)[O-].[Na+], predict the reaction product. The product is: [OH:28][C@H:26]1[CH2:27][N:23]([C:21]([O:20][C:16]([CH3:17])([CH3:18])[CH3:19])=[O:22])[C@H:24]([C:29](=[O:30])[NH:1][CH2:2][C:3]2[CH:8]=[CH:7][C:6]([C:9]3[S:13][CH:12]=[N:11][C:10]=3[CH3:14])=[CH:5][C:4]=2[OH:15])[CH2:25]1.